Dataset: M1 muscarinic receptor antagonist screen with 61,756 compounds. Task: Binary Classification. Given a drug SMILES string, predict its activity (active/inactive) in a high-throughput screening assay against a specified biological target. (1) The drug is S(=O)(=O)(N(CC(=O)N1CCc2c1cccc2)C)c1ccc(cc1)C. The result is 0 (inactive). (2) The molecule is S(=O)(=O)(N(C)C)c1ccc(cc1)C(=O)Nc1c(cccc1)C(O)=O. The result is 0 (inactive). (3) The drug is n1[nH]nnc1c1ccc(C(C)C)cc1. The result is 0 (inactive). (4) The drug is OC(=O)Cn1c(ncc1)C. The result is 0 (inactive). (5) The drug is S(c1n(c(nn1)CNc1c(cc(cc1)C)C)Cc1occc1)CC(=O)c1ccc(OC)cc1. The result is 0 (inactive). (6) The result is 0 (inactive). The molecule is O=C(NCCC)c1c(C(=O)NCCC)cccc1. (7) The molecule is S(=O)(=O)(CCC#N)c1ccc(NC(=O)C)cc1. The result is 0 (inactive).